Dataset: Full USPTO retrosynthesis dataset with 1.9M reactions from patents (1976-2016). Task: Predict the reactants needed to synthesize the given product. (1) Given the product [Cl:20][C:21]1[CH:22]=[CH:23][C:24]([OH:31])=[C:25](/[C:27](=[N:16]/[NH:15][C:13](=[O:14])[C:12]2[CH:17]=[CH:18][CH:19]=[C:10]([S:7]([N:4]3[CH2:5][CH2:6][O:1][CH2:2][CH2:3]3)(=[O:9])=[O:8])[CH:11]=2)/[CH2:28][CH3:29])[CH:26]=1, predict the reactants needed to synthesize it. The reactants are: [O:1]1[CH2:6][CH2:5][N:4]([S:7]([C:10]2[CH:11]=[C:12]([CH:17]=[CH:18][CH:19]=2)[C:13]([NH:15][NH2:16])=[O:14])(=[O:9])=[O:8])[CH2:3][CH2:2]1.[Cl:20][C:21]1[CH:22]=[CH:23][C:24]([OH:31])=[C:25]([C:27](=O)[CH2:28][CH3:29])[CH:26]=1. (2) Given the product [CH3:19][O:20][C:21]([C:23]1[CH:24]=[C:25]2[C:29](=[CH:30][CH:31]=1)[N:28]([CH2:11][C:9]1[CH:10]=[C:2]([Br:1])[CH:3]=[C:4]3[C:8]=1[N:7]([CH2:13][CH:14]([CH2:17][CH3:18])[CH2:15][CH3:16])[N:6]=[CH:5]3)[N:27]=[CH:26]2)=[O:22], predict the reactants needed to synthesize it. The reactants are: [Br:1][C:2]1[CH:3]=[C:4]2[C:8](=[C:9]([CH2:11]O)[CH:10]=1)[N:7]([CH2:13][CH:14]([CH2:17][CH3:18])[CH2:15][CH3:16])[N:6]=[CH:5]2.[CH3:19][O:20][C:21]([C:23]1[CH:24]=[C:25]2[C:29](=[CH:30][CH:31]=1)[NH:28][N:27]=[CH:26]2)=[O:22]. (3) Given the product [C:22]([Si:19]([O:18][C@@H:13]1[C:14]2[C:10](=[C:9]([CH2:2][C:3]([CH3:6])([CH3:5])[CH3:4])[CH:17]=[CH:16][CH:15]=2)[CH2:11][CH2:12]1)([CH3:21])[CH3:20])([CH3:25])([CH3:23])[CH3:24], predict the reactants needed to synthesize it. The reactants are: [Br-].[CH2:2]([Zn+])[C:3]([CH3:6])([CH3:5])[CH3:4].Br[C:9]1[CH:17]=[CH:16][CH:15]=[C:14]2[C:10]=1[CH2:11][CH2:12][C@@H:13]2[O:18][Si:19]([C:22]([CH3:25])([CH3:24])[CH3:23])([CH3:21])[CH3:20].C1(P(C2CCCCC2)C2C=CC=CC=2C2C(OC)=CC=CC=2OC)CCCCC1. (4) Given the product [Cl:1][C:2]1[CH:7]=[C:6]([O:8][C:9]2[C:10]3[N:17]([CH3:18])[C:16]([C:19]([OH:21])([CH3:20])[CH3:26])=[CH:15][C:11]=3[N:12]=[CH:13][N:14]=2)[CH:5]=[CH:4][C:3]=1[NH:27][C:28]([NH:30][C:31]1[CH:36]=[CH:35][CH:34]=[C:33]([C:37]([F:40])([F:38])[F:39])[CH:32]=1)=[O:29], predict the reactants needed to synthesize it. The reactants are: [Cl:1][C:2]1[CH:7]=[C:6]([O:8][C:9]2[C:10]3[N:17]([CH3:18])[C:16]([C:19]([CH3:26])([O:21][Si](C)(C)C)[CH3:20])=[CH:15][C:11]=3[N:12]=[CH:13][N:14]=2)[CH:5]=[CH:4][C:3]=1[NH:27][C:28]([NH:30][C:31]1[CH:36]=[CH:35][CH:34]=[C:33]([C:37]([F:40])([F:39])[F:38])[CH:32]=1)=[O:29].Cl.